Dataset: Forward reaction prediction with 1.9M reactions from USPTO patents (1976-2016). Task: Predict the product of the given reaction. (1) Given the reactants [C:1]1([CH2:19][OH:20])[S:2][CH:3]=[C:4]2[C:10]=1[C:9]1[CH:11]=[CH:12][CH:13]=[CH:14][C:8]=1[O:7][C:6]1[CH:15]=[CH:16][CH:17]=[CH:18][C:5]2=1.Cl.[CH3:22][N:23]([CH3:27])[CH2:24][CH2:25]Cl, predict the reaction product. The product is: [CH3:22][N:23]([CH3:27])[CH2:24][CH2:25][O:20][CH2:19][C:1]1[S:2][CH:3]=[C:4]2[C:10]=1[C:9]1[CH:11]=[CH:12][CH:13]=[CH:14][C:8]=1[O:7][C:6]1[CH:15]=[CH:16][CH:17]=[CH:18][C:5]2=1. (2) Given the reactants C([O:3][C:4](=O)[C@H:5]([OH:31])[CH2:6][N:7]([CH2:17][C:18]1[CH:23]=[CH:22][C:21]([C:24]2[CH:29]=[CH:28][CH:27]=[C:26]([Cl:30])[CH:25]=2)=[CH:20][CH:19]=1)[NH:8][C:9]([C:11]1[O:15][N:14]=[C:13]([OH:16])[CH:12]=1)=[O:10])C.[CH2:33]([OH:37])[CH:34]([CH3:36])[CH3:35].Cl.O1CCOCC1, predict the reaction product. The product is: [CH2:33]([O:37][C:4](=[O:3])[C@H:5]([OH:31])[CH2:6][N:7]([CH2:17][C:18]1[CH:19]=[CH:20][C:21]([C:24]2[CH:29]=[CH:28][CH:27]=[C:26]([Cl:30])[CH:25]=2)=[CH:22][CH:23]=1)[NH:8][C:9]([C:11]1[O:15][N:14]=[C:13]([OH:16])[CH:12]=1)=[O:10])[CH:34]([CH3:36])[CH3:35]. (3) Given the reactants [F:1][C:2]1[CH:7]=[CH:6][C:5]([CH2:8][C:9]#[N:10])=[CH:4][CH:3]=1.[C:11](OCC)(=[O:13])[CH3:12], predict the reaction product. The product is: [F:1][C:2]1[CH:7]=[CH:6][C:5]([CH:8]([C:11](=[O:13])[CH3:12])[C:9]#[N:10])=[CH:4][CH:3]=1. (4) Given the reactants [Br:1][C:2]1[C:3](Cl)=[C:4]([CH:7]=[CH:8][CH:9]=1)[C:5]#[N:6].C(=O)(O)[O-].[Na+].[ClH:16].[NH2:17][OH:18], predict the reaction product. The product is: [Br:1][C:2]1[C:3]([Cl:16])=[C:4]([C:5](=[NH:6])[NH:17][OH:18])[CH:7]=[CH:8][CH:9]=1. (5) Given the reactants F[P-](F)(F)(F)(F)F.N1(OC(N(C)C)=[N+](C)C)[C:12]2[N:13]=[CH:14]C=CC=2N=N1.[Br:25][C:26]1[CH:27]=[CH:28][C:29]([I:35])=[C:30]([CH:34]=1)[C:31](O)=[O:32].CNC.C(N(C(C)C)CC)(C)C, predict the reaction product. The product is: [Br:25][C:26]1[CH:27]=[CH:28][C:29]([I:35])=[C:30]([CH:34]=1)[C:31]([N:13]([CH3:14])[CH3:12])=[O:32]. (6) The product is: [Cl:21][C:20]1[CH:19]=[C:18]([O:22][CH3:23])[CH:17]=[C:16]([Cl:24])[C:15]=1[CH2:14][N:5]1[C:1](=[O:11])[C:2]2[C:3](=[CH:7][CH:8]=[CH:9][CH:10]=2)[C:4]1=[O:6]. Given the reactants [C:1]1(=[O:11])[NH:5][C:4](=[O:6])[C:3]2=[CH:7][CH:8]=[CH:9][CH:10]=[C:2]12.[K].Br[CH2:14][C:15]1[C:20]([Cl:21])=[CH:19][C:18]([O:22][CH3:23])=[CH:17][C:16]=1[Cl:24].CN(C=O)C, predict the reaction product. (7) Given the reactants [CH3:1][S:2][C:3]1[CH:8]=[CH:7][C:6]([N:9]2[C:13]3[CH:14]=[C:15]([C:18]([NH:20][NH2:21])=[O:19])[CH:16]=[CH:17][C:12]=3[N:11]=[CH:10]2)=[CH:5][CH:4]=1.[CH2:22]([N:24]=[C:25]=[S:26])[CH3:23], predict the reaction product. The product is: [CH2:22]([NH:24][C:25]([NH:21][NH:20][C:18]([C:15]1[CH:16]=[CH:17][C:12]2[N:11]=[CH:10][N:9]([C:6]3[CH:7]=[CH:8][C:3]([S:2][CH3:1])=[CH:4][CH:5]=3)[C:13]=2[CH:14]=1)=[O:19])=[S:26])[CH3:23]. (8) Given the reactants [NH2:1][C:2]1[CH:7]=[CH:6][C:5]([S:8][C:9]2[C:18]3[C:13](=[CH:14][CH:15]=[CH:16][CH:17]=3)[NH:12]/[C:11](=[C:19]3/[C:20]([CH2:25][CH2:26][CH3:27])=[N:21][NH:22][C:23]/3=[O:24])/[CH:10]=2)=[CH:4][CH:3]=1.[S:28]1[CH:32]=[CH:31][CH:30]=[C:29]1[C:33](Cl)=[O:34], predict the reaction product. The product is: [O:24]=[C:23]1[NH:22][N:21]=[C:20]([CH2:25][CH2:26][CH3:27])/[C:19]/1=[C:11]1/[NH:12][C:13]2[C:18]([C:9]([S:8][C:5]3[CH:4]=[CH:3][C:2]([NH:1][C:33]([C:29]4[S:28][CH:32]=[CH:31][CH:30]=4)=[O:34])=[CH:7][CH:6]=3)=[CH:10]/1)=[CH:17][CH:16]=[CH:15][CH:14]=2.